Dataset: Experimentally validated miRNA-target interactions with 360,000+ pairs, plus equal number of negative samples. Task: Binary Classification. Given a miRNA mature sequence and a target amino acid sequence, predict their likelihood of interaction. (1) The miRNA is hsa-miR-4515 with sequence AGGACUGGACUCCCGGCAGCCC. The protein sequence of the target gene is MYEALPGPAPENEDGLVKVKEEDPTWEQVCNSQEGSSHTQEICRLRFRHFCYQEAHGPQEALAQLRELCHQWLRPEMHTKEQIMELLVLEQFLTILPKELQPCVKTYPLESGEEAVTVLENLETGSGDTGQQASVYIQGQDMHPMVAEYQGVSLECQSLQLLPGITTLKCEPPQRPQGNPQEVSGPVPHGSAHLQEKNPRDKAVVPVFNPVRSQTLVKTEEETAQAVAAEKWSHLSLTRRNLCGNSAQETVMSLSPMTEEIVTKDRLFKAKQETSEEMEQSGEASGKPNRECAPQIPCST.... Result: 0 (no interaction). (2) The miRNA is mmu-miR-3097-3p with sequence CUCAGACCUUUCUACCUGUCAG. The protein sequence of the target gene is MAAAQEADGAGSAVVAAGGGSSGQVTSNGSIGRDTPAETQPQNPPPQPAPNAWQVIKGVLFRIFIIWAISSWFRRGPSPQDQSGPGGAPRVASRNLFPKDTLMNLHVYISEHEHFTDFNATSALFWEQHDLVYGDWTSGENSDGCYEHFAELDIPQSVQQNGSIYIHVYFTKSGFHPDPRQKALYRRLATVHMSRMINKYKRRRFQKTKNLLTGETEADPEMIKRAEDYGPVEVISHWHPNITINIVDDHTPWVKGSVPPPLDQYVKFDAVSGDYYPIIYFNDYWNLQKDYYPINESLAS.... Result: 1 (interaction).